Dataset: Forward reaction prediction with 1.9M reactions from USPTO patents (1976-2016). Task: Predict the product of the given reaction. (1) The product is: [OH:16][CH2:15][C@H:13]1[NH:12][CH2:11][C@H:10]([O:27][CH2:28][C:39]2[CH:40]=[CH:41][C:42]3[O:47][CH2:46][C:45](=[O:48])[N:44]([CH2:49][CH2:50][CH2:51][O:52][CH3:53])[C:43]=3[CH:54]=2)[C@@H:9]([C:6]2[CH:5]=[CH:4][C:3]([O:2][CH3:1])=[CH:8][CH:7]=2)[CH2:14]1. Given the reactants [CH3:1][O:2][C:3]1[CH:8]=[CH:7][C:6]([C@H:9]2[CH2:14][C@@H:13]([CH2:15][O:16][Si](C(C)C)(C(C)C)C(C)C)[NH:12][CH2:11][C@@H:10]2[O:27][CH:28]([C:39]2[CH:40]=[CH:41][C:42]3[O:47][CH2:46][C:45](=[O:48])[N:44]([CH2:49][CH2:50][CH2:51][O:52][CH3:53])[C:43]=3[CH:54]=2)S(C2C=CC(C)=CC=2)(=O)=O)=[CH:5][CH:4]=1.[F-].C([N+](CCCC)(CCCC)CCCC)CCC, predict the reaction product. (2) Given the reactants [Cl:1][C:2]1[CH:7]=[CH:6][C:5]([CH:8]([C:10]2[N:14]([CH3:15])[CH:13]=[N:12][CH:11]=2)[OH:9])=[CH:4][CH:3]=1.C(Cl)Cl, predict the reaction product. The product is: [Cl:1][C:2]1[CH:3]=[CH:4][C:5]([C:8]([C:10]2[N:14]([CH3:15])[CH:13]=[N:12][CH:11]=2)=[O:9])=[CH:6][CH:7]=1. (3) Given the reactants [CH2:1]([O:3][C:4]([C:6]1([NH2:15])[CH2:14][C:13]2[C:8](=[CH:9][CH:10]=[CH:11][CH:12]=2)[CH2:7]1)=[O:5])[CH3:2].[C:16]([C:18]1[C:19]([CH3:27])=[C:20]([CH:24]=[CH:25][CH:26]=1)[C:21](O)=[O:22])#[N:17].CN(C(ON1N=NC2C=CC=NC1=2)=[N+](C)C)C.F[P-](F)(F)(F)(F)F.CCN(C(C)C)C(C)C, predict the reaction product. The product is: [CH2:1]([O:3][C:4]([C:6]1([NH:15][C:21](=[O:22])[C:20]2[CH:24]=[CH:25][CH:26]=[C:18]([C:16]#[N:17])[C:19]=2[CH3:27])[CH2:14][C:13]2[C:8](=[CH:9][CH:10]=[CH:11][CH:12]=2)[CH2:7]1)=[O:5])[CH3:2]. (4) Given the reactants [F:1][C:2]1[C:3]([CH:12]([OH:20])[C:13]2[CH:18]=[CH:17][CH:16]=[CH:15][C:14]=2[CH3:19])=[C:4]([NH:8][C:9](=[O:11])[CH3:10])[CH:5]=[CH:6][CH:7]=1, predict the reaction product. The product is: [F:1][C:2]1[C:3]([C:12](=[O:20])[C:13]2[CH:18]=[CH:17][CH:16]=[CH:15][C:14]=2[CH3:19])=[C:4]([NH:8][C:9](=[O:11])[CH3:10])[CH:5]=[CH:6][CH:7]=1. (5) Given the reactants Cl[C:2]1[CH:3]=[C:4]([CH:9]=[CH:10][N:11]=1)[C:5]([O:7][CH3:8])=[O:6].[F:12][C:13]1[CH:14]=[C:15](B(O)O)[CH:16]=[CH:17][C:18]=1[F:19].C(=O)([O-])[O-].[K+].[K+], predict the reaction product. The product is: [F:12][C:13]1[CH:14]=[C:15]([C:2]2[CH:3]=[C:4]([CH:9]=[CH:10][N:11]=2)[C:5]([O:7][CH3:8])=[O:6])[CH:16]=[CH:17][C:18]=1[F:19].